This data is from hERG Central: cardiac toxicity at 1µM, 10µM, and general inhibition. The task is: Predict hERG channel inhibition at various concentrations. (1) The molecule is CCOc1ccccc1NC(=O)CSc1nc2ccccc2c(=O)n1CC1CCCO1. Results: hERG_inhib (hERG inhibition (general)): blocker. (2) The molecule is CSc1ccccc1C(=O)NCCS(=O)(=O)N1CCN(c2ccc(F)cc2)CC1. Results: hERG_inhib (hERG inhibition (general)): blocker. (3) The compound is O=c1cc(CN2CCN(S(=O)(=O)c3ccccc3[N+](=O)[O-])CC2)nc2sccn12. Results: hERG_inhib (hERG inhibition (general)): blocker. (4) The drug is CCn1c(=O)c2ccccc2n(Cc2ccc([N+](=O)[O-])cc2)c1=O. Results: hERG_inhib (hERG inhibition (general)): blocker. (5) The compound is Cl.O=C(CN1CCN(C2CCCCC2)CC1)Nc1ccccc1N1CCCCC1. Results: hERG_inhib (hERG inhibition (general)): blocker. (6) The molecule is Cc1ccc2nc(N3CCN(C(=O)c4ccc(F)cc4)CC3)c(C#N)cc2c1. Results: hERG_inhib (hERG inhibition (general)): blocker. (7) The drug is Cc1occc1-c1nnc(SCC(=O)NCCc2ccccc2)n1Cc1ccccc1. Results: hERG_inhib (hERG inhibition (general)): blocker. (8) The molecule is COc1ccc(/C=N/NC(=O)CN2CCN(Cc3ccccc3)CC2)cc1Br. Results: hERG_inhib (hERG inhibition (general)): blocker.